From a dataset of Catalyst prediction with 721,799 reactions and 888 catalyst types from USPTO. Predict which catalyst facilitates the given reaction. (1) Reactant: I[C:2]1[CH:3]=[CH:4][C:5]2[N:6]([CH:8]=[C:9]([NH:11][C:12]([CH:14]3[CH2:16][CH2:15]3)=[O:13])[N:10]=2)[N:7]=1.[NH2:17][C:18]1[CH:19]=[C:20]([OH:25])[CH:21]=[CH:22][C:23]=1[Br:24].C(=O)([O-])[O-].[K+].[K+].CN(C)C=O. Product: [NH2:17][C:18]1[CH:19]=[C:20]([CH:21]=[CH:22][C:23]=1[Br:24])[O:25][C:2]1[CH:3]=[CH:4][C:5]2[N:6]([CH:8]=[C:9]([NH:11][C:12]([CH:14]3[CH2:16][CH2:15]3)=[O:13])[N:10]=2)[N:7]=1. The catalyst class is: 6. (2) Reactant: [Br:1][C:2]1[CH:3]=[C:4]([CH:8]=[C:9]([F:11])[CH:10]=1)[C:5]([OH:7])=[O:6].[CH2:12](O)[CH3:13].S(=O)(=O)(O)O. Product: [Br:1][C:2]1[CH:3]=[C:4]([CH:8]=[C:9]([F:11])[CH:10]=1)[C:5]([O:7][CH2:12][CH3:13])=[O:6]. The catalyst class is: 6.